From a dataset of CYP2C19 inhibition data for predicting drug metabolism from PubChem BioAssay. Regression/Classification. Given a drug SMILES string, predict its absorption, distribution, metabolism, or excretion properties. Task type varies by dataset: regression for continuous measurements (e.g., permeability, clearance, half-life) or binary classification for categorical outcomes (e.g., BBB penetration, CYP inhibition). Dataset: cyp2c19_veith. The compound is Cc1ccc(Nc2nnns2)cc1. The result is 1 (inhibitor).